This data is from Full USPTO retrosynthesis dataset with 1.9M reactions from patents (1976-2016). The task is: Predict the reactants needed to synthesize the given product. (1) The reactants are: Cl[C:2]1[C:11]2[C:6](=[CH:7][C:8]([S:12]([N:15]([CH2:21][C:22]3[CH:27]=[CH:26][C:25]([O:28][CH3:29])=[CH:24][C:23]=3[O:30][CH3:31])[C:16]3[S:17][CH:18]=[CH:19][N:20]=3)(=[O:14])=[O:13])=[CH:9][CH:10]=2)[CH:5]=[CH:4][N:3]=1.[C:32]([C:34]1[CH:39]=[C:38]([C:40]([F:43])([F:42])[F:41])[CH:37]=[CH:36][C:35]=1B(O)O)#[N:33]. Given the product [C:32]([C:34]1[CH:39]=[C:38]([C:40]([F:41])([F:42])[F:43])[CH:37]=[CH:36][C:35]=1[C:2]1[C:11]2[C:6](=[CH:7][C:8]([S:12]([N:15]([CH2:21][C:22]3[CH:27]=[CH:26][C:25]([O:28][CH3:29])=[CH:24][C:23]=3[O:30][CH3:31])[C:16]3[S:17][CH:18]=[CH:19][N:20]=3)(=[O:14])=[O:13])=[CH:9][CH:10]=2)[CH:5]=[CH:4][N:3]=1)#[N:33], predict the reactants needed to synthesize it. (2) Given the product [C:20]([O:1][C:2]1[CH:3]=[C:4]([CH:16]=[CH:17][C:18]=1[O:19][C:20](=[O:25])[C:21]([CH3:24])([CH3:23])[CH3:22])[C:5]1[O:6][C:7]2[C:12]([C:13](=[O:15])[CH:14]=1)=[CH:11][CH:10]=[CH:9][CH:8]=2)(=[O:25])[C:21]([CH3:24])([CH3:23])[CH3:22], predict the reactants needed to synthesize it. The reactants are: [OH:1][C:2]1[CH:3]=[C:4]([CH:16]=[CH:17][C:18]=1[OH:19])[C:5]1[O:6][C:7]2[C:12]([C:13](=[O:15])[CH:14]=1)=[CH:11][CH:10]=[CH:9][CH:8]=2.[C:20](Cl)(=[O:25])[C:21]([CH3:24])([CH3:23])[CH3:22]. (3) The reactants are: [NH:1]([C:25]([O:27][C:28]([CH3:31])([CH3:30])[CH3:29])=[O:26])[CH2:2][C:3]([NH:5][C@H:6]([C:14]([NH:16][C@H:17]([C:22](O)=[O:23])[CH2:18][CH:19]([CH3:21])[CH3:20])=[O:15])[CH2:7][C:8]1[CH:13]=[CH:12][CH:11]=[CH:10][CH:9]=1)=[O:4].ON1C(=O)CCC1=O.C1(N=C=NC2CCCCC2)CCCCC1.[NH2:55][CH2:56][C:57]([O:59][CH2:60][C:61]1[CH:66]=[CH:65][CH:64]=[CH:63][CH:62]=1)=[O:58]. Given the product [NH:1]([C:25]([O:27][C:28]([CH3:30])([CH3:31])[CH3:29])=[O:26])[CH2:2][C:3]([NH:5][C@H:6]([C:14]([NH:16][C@H:17]([C:22]([NH:55][CH2:56][C:57]([O:59][CH2:60][C:61]1[CH:66]=[CH:65][CH:64]=[CH:63][CH:62]=1)=[O:58])=[O:23])[CH2:18][CH:19]([CH3:21])[CH3:20])=[O:15])[CH2:7][C:8]1[CH:13]=[CH:12][CH:11]=[CH:10][CH:9]=1)=[O:4], predict the reactants needed to synthesize it. (4) Given the product [Cl:29][C:26]1[CH:25]=[CH:24][C:23]([O:22][CH2:21][C:20]([N:17]2[CH2:18][CH2:19][N:14]([CH:12]([C:8]3[N:7]([C:31]4[CH:36]=[CH:35][CH:34]=[CH:33][C:32]=4[O:37][CH2:38][CH3:39])[C:6](=[O:40])[C:5]4[C:10](=[CH:11][C:2]([NH:1][C:41](=[O:43])[CH3:42])=[CH:3][CH:4]=4)[N:9]=3)[CH3:13])[CH2:15][CH2:16]2)=[O:30])=[CH:28][CH:27]=1, predict the reactants needed to synthesize it. The reactants are: [NH2:1][C:2]1[CH:11]=[C:10]2[C:5]([C:6](=[O:40])[N:7]([C:31]3[CH:36]=[CH:35][CH:34]=[CH:33][C:32]=3[O:37][CH2:38][CH3:39])[C:8]([CH:12]([N:14]3[CH2:19][CH2:18][N:17]([C:20](=[O:30])[CH2:21][O:22][C:23]4[CH:28]=[CH:27][C:26]([Cl:29])=[CH:25][CH:24]=4)[CH2:16][CH2:15]3)[CH3:13])=[N:9]2)=[CH:4][CH:3]=1.[C:41](OC(=O)C)(=[O:43])[CH3:42]. (5) Given the product [CH:1]1([CH:7]([NH:17][C:18]2[CH:27]=[CH:26][C:21]([C:22]([O:24][CH3:25])=[O:23])=[CH:20][CH:19]=2)[C:8]2[CH:12]=[C:11]([C:13]([CH:28]3[CH2:33][CH2:32][CH2:31][CH2:30][CH2:29]3)=[O:14])[S:10][C:9]=2[CH2:15][CH3:16])[CH2:6][CH2:5][CH2:4][CH2:3][CH2:2]1, predict the reactants needed to synthesize it. The reactants are: [CH:1]1([CH:7]([NH:17][C:18]2[CH:27]=[CH:26][C:21]([C:22]([O:24][CH3:25])=[O:23])=[CH:20][CH:19]=2)[C:8]2[CH:12]=[C:11]([CH:13]=[O:14])[S:10][C:9]=2[CH2:15][CH3:16])[CH2:6][CH2:5][CH2:4][CH2:3][CH2:2]1.[CH:28]1([Mg]Br)[CH2:33][CH2:32][CH2:31][CH2:30][CH2:29]1.O1CCCC1.[Cl-].[NH4+].CC(OI1(OC(C)=O)(OC(C)=O)OC(=O)C2C=CC=CC1=2)=O.S([O-])([O-])=O.[Na+].[Na+]. (6) Given the product [C:1]([NH:23][C:24]1[S:25][C:26]([Br:34])=[C:27]([C:29]([O:31][CH2:32][CH3:33])=[O:30])[N:28]=1)(=[O:3])[CH3:2], predict the reactants needed to synthesize it. The reactants are: [C:1](O)(=[O:3])[CH3:2].C(N(C(C)C)CC)(C)C.[Br-].BrC1SC=C(C)[N+]=1C.[NH2:23][C:24]1[S:25][C:26]([Br:34])=[C:27]([C:29]([O:31][CH2:32][CH3:33])=[O:30])[N:28]=1. (7) Given the product [NH:8]1[C:17]2[C:12](=[CH:13][C:14]([O:18][C:19](=[O:28])[NH:20][CH2:21][CH2:22][CH2:23][CH2:24][CH2:25][CH2:26][CH3:27])=[CH:15][CH:16]=2)[CH2:11][CH2:10][CH2:9]1, predict the reactants needed to synthesize it. The reactants are: C([N:8]1[C:17]2[C:12](=[CH:13][C:14]([O:18][C:19](=[O:28])[NH:20][CH2:21][CH2:22][CH2:23][CH2:24][CH2:25][CH2:26][CH3:27])=[CH:15][CH:16]=2)[CH2:11][CH2:10][CH2:9]1)C1C=CC=CC=1.[H][H]. (8) Given the product [C:10]([C:12]1[C:13]([N:26]2[CH2:27][CH:28]([C:30]([NH:66][S:63]([CH2:62][C:57]3[CH:58]=[CH:59][CH:60]=[CH:61][C:56]=3[F:55])(=[O:65])=[O:64])=[O:31])[CH2:29]2)=[N:14][C:15]([CH:23]([F:24])[F:25])=[C:16]([CH:17]=1)[C:18]([O:20][CH2:21][CH3:22])=[O:19])#[N:11], predict the reactants needed to synthesize it. The reactants are: CCN(C(C)C)C(C)C.[C:10]([C:12]1[C:13]([N:26]2[CH2:29][CH:28]([C:30](O)=[O:31])[CH2:27]2)=[N:14][C:15]([CH:23]([F:25])[F:24])=[C:16]([C:18]([O:20][CH2:21][CH3:22])=[O:19])[CH:17]=1)#[N:11].CN(C(ON1N=NC2C=CC=CC1=2)=[N+](C)C)C.[B-](F)(F)(F)F.[F:55][C:56]1[CH:61]=[CH:60][CH:59]=[CH:58][C:57]=1[CH2:62][S:63]([NH2:66])(=[O:65])=[O:64].